Dataset: Forward reaction prediction with 1.9M reactions from USPTO patents (1976-2016). Task: Predict the product of the given reaction. Given the reactants [Si]([O:8][CH2:9][C:10]1[CH:15]=[CH:14][CH:13]=[CH:12][C:11]=1[NH:16][C:17]1[N:25]=[C:24]2[C:20]([NH:21][C:22](=[O:34])[N:23]2[C:26]2[CH:31]=[CH:30][CH:29]=[CH:28][C:27]=2[O:32][CH3:33])=[C:19]([C:35]([NH2:37])=[O:36])[N:18]=1)(C(C)(C)C)(C)C.[Si](OCC1C=CC=CC=1NC1N=C2C(NC(=O)N2C2C=CC=CC=2OC)=C(C(OCC)=O)N=1)(C(C)(C)C)(C)C, predict the reaction product. The product is: [OH:8][CH2:9][C:10]1[CH:15]=[CH:14][CH:13]=[CH:12][C:11]=1[NH:16][C:17]1[N:25]=[C:24]2[C:20]([NH:21][C:22](=[O:34])[N:23]2[C:26]2[CH:31]=[CH:30][CH:29]=[CH:28][C:27]=2[O:32][CH3:33])=[C:19]([C:35]([NH2:37])=[O:36])[N:18]=1.